Dataset: Forward reaction prediction with 1.9M reactions from USPTO patents (1976-2016). Task: Predict the product of the given reaction. (1) Given the reactants C([O:5][C:6](=[O:41])[CH2:7][C@@:8]1([C:25]([NH:27][CH:28]2[CH2:33][CH2:32][N:31]([C:34](OC(C)(C)C)=O)[CH2:30][CH2:29]2)=[O:26])[C@H:12]([CH3:13])[CH2:11][N:10]([CH2:14][C:15]2[C:20]([CH:21]([F:23])[F:22])=[CH:19][CH:18]=[CH:17][C:16]=2[Cl:24])[CH2:9]1)(C)(C)C.FC(F)(F)C(O)=O.C(N(CC)CC)C.[C:56]1(C=O)[CH2:61][CH2:60][CH2:59][CH2:58][CH:57]=1.C(O[BH-](OC(=O)C)OC(=O)C)(=O)C.[Na+], predict the reaction product. The product is: [Cl:24][C:16]1[CH:17]=[CH:18][CH:19]=[C:20]([CH:21]([F:22])[F:23])[C:15]=1[CH2:14][N:10]1[CH2:11][C@@H:12]([CH3:13])[C@@:8]([CH2:7][C:6]([OH:5])=[O:41])([C:25](=[O:26])[NH:27][CH:28]2[CH2:33][CH2:32][N:31]([CH2:34][C:56]3[CH2:61][CH2:60][CH2:59][CH2:58][CH:57]=3)[CH2:30][CH2:29]2)[CH2:9]1. (2) Given the reactants OC(C(F)(F)F)=O.[CH2:8]1[C:17]2[C:12](=[CH:13][C:14]([CH:18]([NH:20][C:21](=[O:23])[CH3:22])[CH3:19])=[CH:15][CH:16]=2)[CH2:11][CH2:10][NH:9]1.[Br:24][C:25]1[CH:30]=[C:29]([CH2:31]Br)[CH:28]=[CH:27][C:26]=1[O:33][CH:34]([CH3:36])[CH3:35], predict the reaction product. The product is: [Br:24][C:25]1[CH:30]=[C:29]([CH:28]=[CH:27][C:26]=1[O:33][CH:34]([CH3:36])[CH3:35])[CH2:31][N:9]1[CH2:10][CH2:11][C:12]2[C:17](=[CH:16][CH:15]=[C:14]([CH:18]([NH:20][C:21](=[O:23])[CH3:22])[CH3:19])[CH:13]=2)[CH2:8]1. (3) Given the reactants [Cl-].[Mg+2].[Cl-].[CH2:4]([O:6][C:7](=[O:12])[CH2:8][C:9]([O-:11])=O)[CH3:5].[K+].[F:14][C:15]1[CH:16]=[C:17]([CH:32]=[C:33]([C:35]([F:38])([F:37])[F:36])[CH:34]=1)[CH2:18][CH:19]1[CH2:24][CH:23]([C:25](O)=[O:26])[CH2:22][CH2:21][N:20]1[C:28]([O:30][CH3:31])=[O:29].N1(C(N2C=CN=C2)=O)C=CN=C1.Cl, predict the reaction product. The product is: [CH2:4]([O:6][C:7](=[O:12])[CH2:8][C:9]([C@@H:23]1[CH2:22][CH2:21][N:20]([C:28]([O:30][CH3:31])=[O:29])[C@@H:19]([CH2:18][C:17]2[CH:32]=[C:33]([C:35]([F:38])([F:36])[F:37])[CH:34]=[C:15]([F:14])[CH:16]=2)[CH2:24]1)=[O:11])[CH3:5].[CH2:4]([O:6][C:7](=[O:12])[CH2:8][C:25]([C@H:23]1[CH2:22][CH2:21][N:20]([C:28]([O:30][CH3:31])=[O:29])[C@@H:19]([CH2:18][C:17]2[CH:32]=[C:33]([C:35]([F:36])([F:38])[F:37])[CH:34]=[C:15]([F:14])[CH:16]=2)[CH2:24]1)=[O:26])[CH3:5]. (4) The product is: [Br:1][C:2]1[CH:7]=[CH:6][C:5]([C:8]23[CH2:15][N:12]([CH2:13][CH2:14]2)[CH2:11][CH2:10][CH2:9]3)=[CH:4][N:3]=1. Given the reactants [Br:1][C:2]1[CH:7]=[CH:6][C:5]([C:8]23[CH2:15][N:12]([CH2:13][CH2:14]2)[CH2:11][CH:10]=[CH:9]3)=[CH:4][N:3]=1, predict the reaction product. (5) The product is: [CH2:23]([N:30]1[CH:34]=[C:33]([C:35]([O:37][CH2:38][CH3:39])=[O:36])[C:32]([O:40][CH2:21][C:19]2[CH:18]=[CH:17][C:3]([O:4][CH2:5][C:6]3[N:7]=[C:8]([C:12]4[O:13][CH:14]=[CH:15][CH:16]=4)[O:9][C:10]=3[CH3:11])=[C:2]([Cl:1])[CH:20]=2)=[N:31]1)[C:24]1[CH:25]=[CH:26][CH:27]=[CH:28][CH:29]=1. Given the reactants [Cl:1][C:2]1[CH:20]=[C:19]([CH2:21]Cl)[CH:18]=[CH:17][C:3]=1[O:4][CH2:5][C:6]1[N:7]=[C:8]([C:12]2[O:13][CH:14]=[CH:15][CH:16]=2)[O:9][C:10]=1[CH3:11].[CH2:23]([N:30]1[CH:34]=[C:33]([C:35]([O:37][CH2:38][CH3:39])=[O:36])[C:32]([OH:40])=[N:31]1)[C:24]1[CH:29]=[CH:28][CH:27]=[CH:26][CH:25]=1.C(=O)([O-])[O-].[K+].[K+].CN(C)C=O, predict the reaction product. (6) Given the reactants [C:1]1([C:7]2[N:8]=[C:9]3[CH:22]=[CH:21][N:20]=[CH:19][C:10]3=[N:11][C:12]=2[C:13]2[CH:18]=[CH:17][CH:16]=[CH:15][CH:14]=2)[CH:6]=[CH:5][CH:4]=[CH:3][CH:2]=1.[C:23]1([O:29][C:30](Cl)=[O:31])[CH:28]=[CH:27][CH:26]=[CH:25][CH:24]=1.[CH3:33][Mg]Br, predict the reaction product. The product is: [CH3:4][CH2:3][CH2:2][CH:1]([CH3:7])[CH3:6].[CH3:33][CH:19]1[C:10]2=[N:11][C:12]([C:13]3[CH:18]=[CH:17][CH:16]=[CH:15][CH:14]=3)=[C:7]([C:1]3[CH:2]=[CH:3][CH:4]=[CH:5][CH:6]=3)[N:8]=[C:9]2[CH:22]=[CH:21][N:20]1[C:30]([O:29][C:23]1[CH:28]=[CH:27][CH:26]=[CH:25][CH:24]=1)=[O:31]. (7) Given the reactants [OH:1][C:2]1[CH:20]=[CH:19][CH:18]=[C:17]([CH3:21])[C:3]=1[CH2:4][NH:5][C:6]1[C:7]2[N:8]([C:12]([CH3:16])=[C:13]([CH3:15])[N:14]=2)[CH:9]=[CH:10][CH:11]=1.[H-].[Li+].C1(=O)O[CH2:27][CH2:26][O:25]1, predict the reaction product. The product is: [CH3:15][C:13]1[N:14]=[C:7]2[C:6]([NH:5][CH2:4][C:3]3[C:17]([CH3:21])=[CH:18][CH:19]=[CH:20][C:2]=3[O:1][CH2:27][CH2:26][OH:25])=[CH:11][CH:10]=[CH:9][N:8]2[C:12]=1[CH3:16].